Dataset: Full USPTO retrosynthesis dataset with 1.9M reactions from patents (1976-2016). Task: Predict the reactants needed to synthesize the given product. (1) Given the product [CH3:1][S:2]([O:20][CH:18]([CH2:17][CH2:16][C:15]([NH:14][N:13]=[C:12]([C:22]1[CH:27]=[CH:26][CH:25]=[CH:24][CH:23]=1)[C:6]1[CH:7]=[CH:8][CH:9]=[CH:10][CH:11]=1)=[O:21])[CH3:19])(=[O:4])=[O:3], predict the reactants needed to synthesize it. The reactants are: [CH3:1][S:2](Cl)(=[O:4])=[O:3].[C:6]1([C:12]([C:22]2[CH:27]=[CH:26][CH:25]=[CH:24][CH:23]=2)=[N:13][NH:14][C:15](=[O:21])[CH2:16][CH2:17][CH:18]([OH:20])[CH3:19])[CH:11]=[CH:10][CH:9]=[CH:8][CH:7]=1.N1C=CC=CC=1.C(OCC)(=O)C.O. (2) Given the product [NH2:27][CH2:26][CH2:25][S:24][CH:17]([C:18]1[CH:23]=[CH:22][CH:21]=[CH:20][CH:19]=1)[CH:12]([NH:11][C:9]([O:8][CH2:1][C:2]1[CH:7]=[CH:6][CH:5]=[CH:4][CH:3]=1)=[O:10])[C:13]([O:15][CH3:16])=[O:14], predict the reactants needed to synthesize it. The reactants are: [CH2:1]([O:8][C:9]([NH:11][CH:12]([CH:17]([S:24][CH2:25][CH2:26][NH:27]C(OC(C)(C)C)=O)[C:18]1[CH:23]=[CH:22][CH:21]=[CH:20][CH:19]=1)[C:13]([O:15][CH3:16])=[O:14])=[O:10])[C:2]1[CH:7]=[CH:6][CH:5]=[CH:4][CH:3]=1.CO.C(Cl)(=O)C.CCOCC. (3) Given the product [CH3:1][O:2][C:3]1[CH:8]=[CH:7][C:6]2[C:9]3[C:10](=[CH:11][CH:12]=[CH:13][CH:14]=3)[NH:15][C:5]=2[CH:4]=1, predict the reactants needed to synthesize it. The reactants are: [CH3:1][O:2][C:3]1[CH:8]=[CH:7][C:6]([C:9]2[CH:14]=[CH:13][CH:12]=[CH:11][C:10]=2[N+:15]([O-])=O)=[CH:5][CH:4]=1.P(OCC)(OCC)OCC.Cl.[OH-].[Na+].